Task: Regression. Given two drug SMILES strings and cell line genomic features, predict the synergy score measuring deviation from expected non-interaction effect.. Dataset: NCI-60 drug combinations with 297,098 pairs across 59 cell lines Drug 1: CC12CCC3C(C1CCC2O)C(CC4=C3C=CC(=C4)O)CCCCCCCCCS(=O)CCCC(C(F)(F)F)(F)F. Drug 2: C1CCC(C(C1)N)N.C(=O)(C(=O)[O-])[O-].[Pt+4]. Cell line: DU-145. Synergy scores: CSS=19.9, Synergy_ZIP=-6.95, Synergy_Bliss=-3.25, Synergy_Loewe=-12.5, Synergy_HSA=-3.80.